Binary Classification. Given a drug SMILES string, predict its activity (active/inactive) in a high-throughput screening assay against a specified biological target. From a dataset of Cav3 T-type calcium channel HTS with 100,875 compounds. (1) The compound is O=C(N1CCN(CC1)c1ccc(OC)cc1)CNC(=O)c1ccc(C(C)(C)C)cc1. The result is 0 (inactive). (2) The compound is O=C1N(CC(C1)C(O)=O)Cc1ccc(cc1)CC. The result is 0 (inactive).